From a dataset of Forward reaction prediction with 1.9M reactions from USPTO patents (1976-2016). Predict the product of the given reaction. The product is: [Cl:1][C:2]1[C:10]([F:11])=[CH:9][CH:8]=[CH:7][C:3]=1[C:4]([NH:18][CH2:17][CH:16]([C:19]1[CH:20]=[N:21][C:22]([C:25]([F:28])([F:26])[F:27])=[CH:23][CH:24]=1)[CH2:15][CH:12]1[CH2:13][CH2:14]1)=[O:6]. Given the reactants [Cl:1][C:2]1[C:10]([F:11])=[CH:9][CH:8]=[CH:7][C:3]=1[C:4]([OH:6])=O.[CH:12]1([CH2:15][CH:16]([C:19]2[CH:20]=[N:21][C:22]([C:25]([F:28])([F:27])[F:26])=[CH:23][CH:24]=2)[CH2:17][NH2:18])[CH2:14][CH2:13]1, predict the reaction product.